The task is: Regression. Given a peptide amino acid sequence and an MHC pseudo amino acid sequence, predict their binding affinity value. This is MHC class I binding data.. This data is from Peptide-MHC class I binding affinity with 185,985 pairs from IEDB/IMGT. (1) The MHC is HLA-A02:06 with pseudo-sequence HLA-A02:06. The peptide sequence is LAMSTTISV. The binding affinity (normalized) is 0.809. (2) The peptide sequence is SQHNYRQGY. The MHC is HLA-B15:01 with pseudo-sequence HLA-B15:01. The binding affinity (normalized) is 0.885. (3) The MHC is HLA-A03:01 with pseudo-sequence HLA-A03:01. The binding affinity (normalized) is 0.841. The peptide sequence is RIMQRGLLGR. (4) The peptide sequence is LLVDLLWLL. The MHC is HLA-B18:01 with pseudo-sequence HLA-B18:01. The binding affinity (normalized) is 0. (5) The peptide sequence is ITMYDKILSY. The MHC is HLA-A11:01 with pseudo-sequence HLA-A11:01. The binding affinity (normalized) is 0.797. (6) The binding affinity (normalized) is 0. The peptide sequence is AAVSADPLA. The MHC is HLA-A02:02 with pseudo-sequence HLA-A02:02. (7) The peptide sequence is ELAPIRVNA. The MHC is HLA-B14:02 with pseudo-sequence HLA-B14:02. The binding affinity (normalized) is 0.213.